From a dataset of Forward reaction prediction with 1.9M reactions from USPTO patents (1976-2016). Predict the product of the given reaction. (1) Given the reactants [CH3:1][C:2]([CH3:21])([CH3:20])[C:3]([C:5]1[N:9]([CH2:10][C:11](O)=[O:12])[C:8]2[CH:14]=[CH:15][C:16]([O:18][CH3:19])=[CH:17][C:7]=2[N:6]=1)=[O:4].C1C=CC2N(O)N=NC=2C=1.[CH2:32]([NH:34][CH:35]1[CH2:40][CH2:39][CH2:38][CH2:37][CH2:36]1)[CH3:33].CCN(C(C)C)C(C)C, predict the reaction product. The product is: [CH:35]1([N:34]([CH2:32][CH3:33])[C:11](=[O:12])[CH2:10][N:9]2[C:8]3[CH:14]=[CH:15][C:16]([O:18][CH3:19])=[CH:17][C:7]=3[N:6]=[C:5]2[C:3](=[O:4])[C:2]([CH3:21])([CH3:20])[CH3:1])[CH2:40][CH2:39][CH2:38][CH2:37][CH2:36]1. (2) Given the reactants Cl[C:2]1[CH:10]=[CH:9][C:5]([C:6](O)=[O:7])=[CH:4][N:3]=1.S(Cl)(Cl)=O.[ClH:15].CN.CC[N:20]([CH2:23]C)CC.C(=O)([O-])[O-].[Na+].[Na+], predict the reaction product. The product is: [Cl:15][C:4]1[N:3]=[CH:2][CH:10]=[CH:9][C:5]=1[C:6]([NH:20][CH3:23])=[O:7]. (3) The product is: [CH3:28][O:27][C:26]1[C:21]([C:8]2[CH:9]=[CH:10][C:5]([S:2](=[O:4])(=[O:3])[NH2:1])=[CH:6][CH:7]=2)=[CH:22][C:23]([C:29]2[S:33][C:32]([C:34]([OH:36])=[O:35])=[N:31][C:30]=2[CH3:39])=[CH:24][CH:25]=1. Given the reactants [NH2:1][S:2]([C:5]1[CH:10]=[CH:9][C:8](B(O)O)=[CH:7][CH:6]=1)(=[O:4])=[O:3].C(=O)([O-])[O-].[K+].[K+].Br[C:21]1[CH:22]=[C:23]([C:29]2[S:33][C:32]([C:34]([O:36]CC)=[O:35])=[N:31][C:30]=2[CH3:39])[CH:24]=[CH:25][C:26]=1[O:27][CH3:28].C(O)C, predict the reaction product. (4) Given the reactants C1CCCCCC1.N([O:10][C:11](C)(C)[CH3:12])=O.ON1[C:20](=[O:21])[C:19]2=[CH:22][CH:23]=[CH:24][CH:25]=[C:18]2C1=O.C1(=NO)CCCCCC1.[N+](C1CCCCCC1)([O-])=O.C1(=O)CCCCCC1, predict the reaction product. The product is: [C:11]([O:21][CH:20]1[CH2:18][CH2:25][CH2:24][CH2:23][CH2:22][CH2:19]1)(=[O:10])[CH3:12]. (5) Given the reactants [F:1][C:2]1[CH:7]=[C:6]([N+:8]([O-:10])=[O:9])[CH:5]=[C:4]([F:11])[C:3]=1[N:12]1[CH2:17][CH2:16][NH:15][CH2:14][CH2:13]1.[CH3:18][C:19]([O:22][C:23](O[C:23]([O:22][C:19]([CH3:21])([CH3:20])[CH3:18])=[O:24])=[O:24])([CH3:21])[CH3:20], predict the reaction product. The product is: [C:19]([O:22][C:23]([N:15]1[CH2:14][CH2:13][N:12]([C:3]2[C:4]([F:11])=[CH:5][C:6]([N+:8]([O-:10])=[O:9])=[CH:7][C:2]=2[F:1])[CH2:17][CH2:16]1)=[O:24])([CH3:21])([CH3:20])[CH3:18]. (6) Given the reactants [CH3:1][N:2]1[CH2:7][CH2:6][C:5](B2OC(C)(C)C(C)(C)O2)=[CH:4][C:3]1=[O:17].[NH:18]1[C:22]2[CH:23]=[CH:24][CH:25]=[CH:26][C:21]=2[N:20]=[C:19]1[C:27]([C:29]1[CH:34]=[CH:33][C:32]([O:35][C:36]2[C:41](Cl)=[N:40][CH:39]=[CH:38][N:37]=2)=[CH:31][CH:30]=1)=[O:28].C([O-])(=O)C.[K+].O1CCOCC1.O, predict the reaction product. The product is: [NH:18]1[C:22]2[CH:23]=[CH:24][CH:25]=[CH:26][C:21]=2[N:20]=[C:19]1[C:27]([C:29]1[CH:34]=[CH:33][C:32]([O:35][C:36]2[C:41]([C:5]3[CH2:6][CH2:7][N:2]([CH3:1])[C:3](=[O:17])[CH:4]=3)=[N:40][CH:39]=[CH:38][N:37]=2)=[CH:31][CH:30]=1)=[O:28]. (7) Given the reactants [NH2:1][C:2]1[CH:7]=[CH:6][CH:5]=[CH:4][C:3]=1[SH:8].I[CH:10]([CH3:12])[CH3:11].CC(C)([O-])C.[K+], predict the reaction product. The product is: [CH:10]([S:8][C:3]1[CH:4]=[CH:5][CH:6]=[CH:7][C:2]=1[NH2:1])([CH3:12])[CH3:11]. (8) The product is: [CH3:34][O:33][C:31]1[CH:30]=[C:29]([CH2:35][CH2:36][C:37]2[CH:38]=[C:39]([NH:42][C:21]([C:18]3[CH:19]=[N:20][C:15]([N:11]4[CH2:12][CH2:13][CH2:14][N:8]([CH2:5][CH:6]=[CH2:7])[CH2:9][CH2:10]4)=[N:16][CH:17]=3)=[O:23])[NH:40][N:41]=2)[CH:28]=[C:27]([O:26][CH3:25])[CH:32]=1. Given the reactants C[Al](C)C.[CH2:5]([N:8]1[CH2:14][CH2:13][CH2:12][N:11]([C:15]2[N:20]=[CH:19][C:18]([C:21]([O:23]C)=O)=[CH:17][N:16]=2)[CH2:10][CH2:9]1)[CH:6]=[CH2:7].[CH3:25][O:26][C:27]1[CH:28]=[C:29]([CH2:35][CH2:36][C:37]2[CH:38]=[C:39]([NH2:42])[NH:40][N:41]=2)[CH:30]=[C:31]([O:33][CH3:34])[CH:32]=1, predict the reaction product. (9) Given the reactants [C:1]([C:5]1[CH:6]=[C:7]([CH:12]=[C:13]([O:15][CH2:16][CH2:17][O:18][CH3:19])[CH:14]=1)[C:8]([O:10]C)=[O:9])([CH3:4])([CH3:3])[CH3:2].[OH-].[Li+].Cl, predict the reaction product. The product is: [C:1]([C:5]1[CH:6]=[C:7]([CH:12]=[C:13]([O:15][CH2:16][CH2:17][O:18][CH3:19])[CH:14]=1)[C:8]([OH:10])=[O:9])([CH3:4])([CH3:2])[CH3:3].